From a dataset of HIV replication inhibition screening data with 41,000+ compounds from the AIDS Antiviral Screen. Binary Classification. Given a drug SMILES string, predict its activity (active/inactive) in a high-throughput screening assay against a specified biological target. (1) The result is 0 (inactive). The drug is CC(C)=CCN1CC(C)C(=O)Nc2cc(Cl)ccc21. (2) The compound is Cl.O=C(C=Cc1ccccc1)CCN1CCCC1. The result is 0 (inactive). (3) The molecule is CC(C)[Si]1(C(C)C)OCC2OC(n3ccc(=O)[nH]c3=O)C(O)(CO)C2O[Si](C(C)C)(C(C)C)O1. The result is 0 (inactive). (4) The drug is CC=CC#CC#CC(O)C(O)C=CCCCO. The result is 0 (inactive). (5) The compound is O=C(CC1=Nc2nnc(-c3nnc4n3C(=O)C(CC(=O)c3cccnc3)=N4)n2C1=O)c1cccnc1. The result is 0 (inactive).